Dataset: Forward reaction prediction with 1.9M reactions from USPTO patents (1976-2016). Task: Predict the product of the given reaction. (1) Given the reactants [NH2:1][C:2]1[N:7]=[C:6]([Cl:8])[C:5]([CH:9]=[O:10])=[C:4](Cl)[N:3]=1.CCN(C(C)C)C(C)C.[NH2:21][CH2:22][C:23]([NH:25][C:26]1[CH:31]=[CH:30][CH:29]=[C:28]([C:32]([F:35])([F:34])[F:33])[CH:27]=1)=[O:24], predict the reaction product. The product is: [NH2:1][C:2]1[N:3]=[C:4]([NH:21][CH2:22][C:23]([NH:25][C:26]2[CH:31]=[CH:30][CH:29]=[C:28]([C:32]([F:33])([F:34])[F:35])[CH:27]=2)=[O:24])[C:5]([CH:9]=[O:10])=[C:6]([Cl:8])[N:7]=1. (2) Given the reactants Cl[C:2]1[N:25]=[C:5]2[C:6]([C:10]3[CH:15]=[C:14]([S:16]([CH3:19])(=[O:18])=[O:17])[CH:13]=[CH:12][C:11]=3[O:20][CH2:21][CH:22]([F:24])[F:23])=[CH:7][CH:8]=[CH:9][N:4]2[N:3]=1.[C:26]([O:30][C:31]([N:33]1[CH2:39][CH2:38][C:37]2[CH:40]=[CH:41][C:42]([NH2:44])=[CH:43][C:36]=2[CH2:35][CH2:34]1)=[O:32])([CH3:29])([CH3:28])[CH3:27], predict the reaction product. The product is: [C:26]([O:30][C:31]([N:33]1[CH2:39][CH2:38][C:37]2[CH:40]=[CH:41][C:42]([NH:44][C:2]3[N:25]=[C:5]4[C:6]([C:10]5[CH:15]=[C:14]([S:16]([CH3:19])(=[O:18])=[O:17])[CH:13]=[CH:12][C:11]=5[O:20][CH2:21][CH:22]([F:24])[F:23])=[CH:7][CH:8]=[CH:9][N:4]4[N:3]=3)=[CH:43][C:36]=2[CH2:35][CH2:34]1)=[O:32])([CH3:29])([CH3:27])[CH3:28]. (3) Given the reactants [CH:1]([NH:4][CH2:5][C:6]1[C:15]2[C:10](=[CH:11][CH:12]=[CH:13][CH:14]=2)[NH:9][C:8](=[O:16])[CH:7]=1)([CH3:3])[CH3:2].[O:17]1[CH:21]=[CH:20][CH:19]=[C:18]1[C:22](Cl)=[O:23], predict the reaction product. The product is: [CH:1]([N:4]([CH2:5][C:6]1[C:15]2[C:10](=[CH:11][CH:12]=[CH:13][CH:14]=2)[NH:9][C:8](=[O:16])[CH:7]=1)[C:22]([C:18]1[O:17][CH:21]=[CH:20][CH:19]=1)=[O:23])([CH3:3])[CH3:2]. (4) Given the reactants Cl[CH2:2][C:3]1[C:8]([CH3:9])=[C:7]([O:10][CH2:11][CH2:12][CH2:13][O:14][CH3:15])[CH:6]=[CH:5][N:4]=1.[N:16]1[C:20]2[CH:21]=[CH:22][CH:23]=[CH:24][C:19]=2[NH:18][C:17]=1[SH:25].[OH-].[Na+], predict the reaction product. The product is: [CH3:15][O:14][CH2:13][CH2:12][CH2:11][O:10][C:7]1[CH:6]=[CH:5][N:4]=[C:3]([CH2:2][S:25][C:17]2[NH:18][C:19]3[CH:24]=[CH:23][CH:22]=[CH:21][C:20]=3[N:16]=2)[C:8]=1[CH3:9].